From a dataset of Forward reaction prediction with 1.9M reactions from USPTO patents (1976-2016). Predict the product of the given reaction. (1) Given the reactants [F:1][C:2]1[CH:3]=[C:4]2[C:9](=[CH:10][CH:11]=1)[N:8]=[C:7]([C:12]1[CH:17]=[CH:16][CH:15]=[CH:14][C:13]=1[OH:18])[N:6]=[C:5]2[N:19]1[CH2:24][CH2:23][N:22]([C:25](=[O:32])[C@H:26]([OH:31])[CH2:27][CH:28]([CH3:30])[CH3:29])[CH2:21][CH2:20]1.CCOCC.[ClH:38], predict the reaction product. The product is: [ClH:38].[F:1][C:2]1[CH:3]=[C:4]2[C:9](=[CH:10][CH:11]=1)[N:8]=[C:7]([C:12]1[CH:17]=[CH:16][CH:15]=[CH:14][C:13]=1[OH:18])[N:6]=[C:5]2[N:19]1[CH2:24][CH2:23][N:22]([C:25](=[O:32])[C@H:26]([OH:31])[CH2:27][CH:28]([CH3:29])[CH3:30])[CH2:21][CH2:20]1. (2) Given the reactants [N:1]1([C:7]2[N:15]=[C:14]3[C:10]([N:11]=[CH:12][N:13]3[CH:16]3[CH2:20][CH2:19][NH:18][CH2:17]3)=[C:9]([C:21]3[CH:22]=[N:23][C:24]([NH2:27])=[N:25][CH:26]=3)[N:8]=2)[CH2:6][CH2:5][O:4][CH2:3][CH2:2]1.[CH3:28][C:29]1[S:33][C:32]([C:34](O)=[O:35])=[CH:31][CH:30]=1.C(Cl)CCl.C1C=CC2N(O)N=NC=2C=1.C(N(C(C)C)CC)(C)C.C([O-])(O)=O.[Na+], predict the reaction product. The product is: [NH2:27][C:24]1[N:23]=[CH:22][C:21]([C:9]2[N:8]=[C:7]([N:1]3[CH2:2][CH2:3][O:4][CH2:5][CH2:6]3)[N:15]=[C:14]3[C:10]=2[N:11]=[CH:12][N:13]3[CH:16]2[CH2:20][CH2:19][N:18]([C:34]([C:32]3[S:33][C:29]([CH3:28])=[CH:30][CH:31]=3)=[O:35])[CH2:17]2)=[CH:26][N:25]=1.